From a dataset of NCI-60 drug combinations with 297,098 pairs across 59 cell lines. Regression. Given two drug SMILES strings and cell line genomic features, predict the synergy score measuring deviation from expected non-interaction effect. Drug 1: C1=C(C(=O)NC(=O)N1)F. Drug 2: C1CCC(C(C1)N)N.C(=O)(C(=O)[O-])[O-].[Pt+4]. Cell line: SF-295. Synergy scores: CSS=34.7, Synergy_ZIP=-7.88, Synergy_Bliss=-5.16, Synergy_Loewe=-1.28, Synergy_HSA=-0.192.